Dataset: Reaction yield outcomes from USPTO patents with 853,638 reactions. Task: Predict the reaction yield, written as a fraction of the theoretical maximum amount of product (1.0 means a 100% yield; for example, 0.34 means a 34% yield). The reactants are [Cl:1][C:2]1[C:3]([O:12][C:13]([F:16])([F:15])[F:14])=[CH:4][C:5]([N+:9]([O-])=O)=[C:6]([NH2:8])[CH:7]=1.S(S([O-])=O)([O-])=O.[Na+].[Na+].[CH:25](OC)(OC)OC.CN(C=O)C. The catalyst is C(O)(=O)C. The product is [Cl:1][C:2]1[C:3]([O:12][C:13]([F:16])([F:15])[F:14])=[CH:4][C:5]2[N:9]=[CH:25][NH:8][C:6]=2[CH:7]=1. The yield is 0.780.